From a dataset of NCI-60 drug combinations with 297,098 pairs across 59 cell lines. Regression. Given two drug SMILES strings and cell line genomic features, predict the synergy score measuring deviation from expected non-interaction effect. (1) Drug 2: C1CC(C1)(C(=O)O)C(=O)O.[NH2-].[NH2-].[Pt+2]. Cell line: OVCAR3. Drug 1: C1=CC(=C2C(=C1NCCNCCO)C(=O)C3=C(C=CC(=C3C2=O)O)O)NCCNCCO. Synergy scores: CSS=53.6, Synergy_ZIP=0.808, Synergy_Bliss=0.586, Synergy_Loewe=1.36, Synergy_HSA=2.00. (2) Drug 1: CCC(=C(C1=CC=CC=C1)C2=CC=C(C=C2)OCCN(C)C)C3=CC=CC=C3.C(C(=O)O)C(CC(=O)O)(C(=O)O)O. Drug 2: CCC1(CC2CC(C3=C(CCN(C2)C1)C4=CC=CC=C4N3)(C5=C(C=C6C(=C5)C78CCN9C7C(C=CC9)(C(C(C8N6C)(C(=O)OC)O)OC(=O)C)CC)OC)C(=O)OC)O.OS(=O)(=O)O. Cell line: BT-549. Synergy scores: CSS=26.3, Synergy_ZIP=8.46, Synergy_Bliss=11.2, Synergy_Loewe=12.1, Synergy_HSA=11.0. (3) Drug 1: C1=CC(=CC=C1CC(C(=O)O)N)N(CCCl)CCCl.Cl. Drug 2: C1C(C(OC1N2C=C(C(=O)NC2=O)F)CO)O. Cell line: HL-60(TB). Synergy scores: CSS=84.9, Synergy_ZIP=9.34, Synergy_Bliss=8.44, Synergy_Loewe=2.22, Synergy_HSA=8.76. (4) Drug 1: C1CCC(CC1)NC(=O)N(CCCl)N=O. Cell line: EKVX. Synergy scores: CSS=14.2, Synergy_ZIP=3.44, Synergy_Bliss=5.53, Synergy_Loewe=8.86, Synergy_HSA=6.66. Drug 2: CC1C(C(CC(O1)OC2CC(OC(C2O)C)OC3=CC4=CC5=C(C(=O)C(C(C5)C(C(=O)C(C(C)O)O)OC)OC6CC(C(C(O6)C)O)OC7CC(C(C(O7)C)O)OC8CC(C(C(O8)C)O)(C)O)C(=C4C(=C3C)O)O)O)O. (5) Drug 1: CC1=C(N=C(N=C1N)C(CC(=O)N)NCC(C(=O)N)N)C(=O)NC(C(C2=CN=CN2)OC3C(C(C(C(O3)CO)O)O)OC4C(C(C(C(O4)CO)O)OC(=O)N)O)C(=O)NC(C)C(C(C)C(=O)NC(C(C)O)C(=O)NCCC5=NC(=CS5)C6=NC(=CS6)C(=O)NCCC[S+](C)C)O. Drug 2: C1C(C(OC1N2C=NC3=C2NC=NCC3O)CO)O. Cell line: SNB-19. Synergy scores: CSS=34.4, Synergy_ZIP=-2.66, Synergy_Bliss=1.19, Synergy_Loewe=-6.50, Synergy_HSA=2.10.